From a dataset of Merck oncology drug combination screen with 23,052 pairs across 39 cell lines. Regression. Given two drug SMILES strings and cell line genomic features, predict the synergy score measuring deviation from expected non-interaction effect. (1) Drug 1: O=c1[nH]cc(F)c(=O)[nH]1. Drug 2: CCc1cnn2c(NCc3ccc[n+]([O-])c3)cc(N3CCCCC3CCO)nc12. Cell line: LOVO. Synergy scores: synergy=-11.9. (2) Drug 1: CC(C)CC(NC(=O)C(Cc1ccccc1)NC(=O)c1cnccn1)B(O)O. Drug 2: COC1=C2CC(C)CC(OC)C(O)C(C)C=C(C)C(OC(N)=O)C(OC)C=CC=C(C)C(=O)NC(=CC1=O)C2=O. Cell line: NCIH1650. Synergy scores: synergy=-35.7. (3) Drug 1: COC1=C2CC(C)CC(OC)C(O)C(C)C=C(C)C(OC(N)=O)C(OC)C=CC=C(C)C(=O)NC(=CC1=O)C2=O. Drug 2: CCc1c2c(nc3ccc(O)cc13)-c1cc3c(c(=O)n1C2)COC(=O)C3(O)CC. Cell line: MSTO. Synergy scores: synergy=-6.44. (4) Drug 1: CCC1=CC2CN(C1)Cc1c([nH]c3ccccc13)C(C(=O)OC)(c1cc3c(cc1OC)N(C)C1C(O)(C(=O)OC)C(OC(C)=O)C4(CC)C=CCN5CCC31C54)C2. Drug 2: Cc1nc(Nc2ncc(C(=O)Nc3c(C)cccc3Cl)s2)cc(N2CCN(CCO)CC2)n1. Cell line: UWB1289. Synergy scores: synergy=12.3. (5) Drug 1: O=S1(=O)NC2(CN1CC(F)(F)F)C1CCC2Cc2cc(C=CCN3CCC(C(F)(F)F)CC3)ccc2C1. Drug 2: NC1(c2ccc(-c3nc4ccn5c(=O)[nH]nc5c4cc3-c3ccccc3)cc2)CCC1. Cell line: NCIH460. Synergy scores: synergy=-1.92.